Dataset: Full USPTO retrosynthesis dataset with 1.9M reactions from patents (1976-2016). Task: Predict the reactants needed to synthesize the given product. (1) Given the product [Si:1]([O:8][C@@H:9]([C:25]1[CH:30]=[CH:29][CH:28]=[CH:27][C:26]=1[C:31]1[CH:36]=[CH:35][C:34]([Cl:37])=[CH:33][CH:32]=1)[CH:10]1[CH2:11][CH2:12][N:13]([C:16]2[CH:17]=[CH:18][C:19]([C:20]([NH:65][S:62]([C:59]3[CH:60]=[CH:61][C:56]([NH:55][C@H:46]([CH2:45][CH2:44][N:41]4[CH2:42][CH2:43][O:38][CH2:39][CH2:40]4)[CH2:47][S:48][C:49]4[CH:54]=[CH:53][CH:52]=[CH:51][CH:50]=4)=[C:57]([S:66]([C:69]([F:71])([F:72])[F:70])(=[O:68])=[O:67])[CH:58]=3)(=[O:63])=[O:64])=[O:22])=[CH:23][CH:24]=2)[CH2:14][CH2:15]1)([C:4]([CH3:7])([CH3:6])[CH3:5])([CH3:3])[CH3:2], predict the reactants needed to synthesize it. The reactants are: [Si:1]([O:8][C@@H:9]([C:25]1[CH:30]=[CH:29][CH:28]=[CH:27][C:26]=1[C:31]1[CH:36]=[CH:35][C:34]([Cl:37])=[CH:33][CH:32]=1)[CH:10]1[CH2:15][CH2:14][N:13]([C:16]2[CH:24]=[CH:23][C:19]([C:20]([OH:22])=O)=[CH:18][CH:17]=2)[CH2:12][CH2:11]1)([C:4]([CH3:7])([CH3:6])[CH3:5])([CH3:3])[CH3:2].[O:38]1[CH2:43][CH2:42][N:41]([CH2:44][CH2:45][C@@H:46]([NH:55][C:56]2[CH:61]=[CH:60][C:59]([S:62]([NH2:65])(=[O:64])=[O:63])=[CH:58][C:57]=2[S:66]([C:69]([F:72])([F:71])[F:70])(=[O:68])=[O:67])[CH2:47][S:48][C:49]2[CH:54]=[CH:53][CH:52]=[CH:51][CH:50]=2)[CH2:40][CH2:39]1. (2) Given the product [Cl:13][C:5]1[C:4]2[C:9](=[CH:10][CH:11]=[C:2]([F:1])[CH:3]=2)[N:8]=[N:7][CH:6]=1, predict the reactants needed to synthesize it. The reactants are: [F:1][C:2]1[CH:3]=[C:4]2[C:9](=[CH:10][CH:11]=1)[N:8]=[N:7][CH:6]=[C:5]2O.[Cl:13]C1C=CC=CC=1.O=P(Cl)(Cl)Cl.N1C=CC=CC=1. (3) The reactants are: [NH2:1][C:2]1[CH:3]=[C:4]([CH:9]=[C:10]([O:12][C:13]2[CH:22]=[CH:21][C:20]3[CH2:19][CH2:18][C@H:17]([N:23]([C:34]([O:36][C:37]([CH3:40])([CH3:39])[CH3:38])=[O:35])[CH2:24][C@@H:25]([C:27]4[CH:32]=[CH:31][CH:30]=[C:29]([Cl:33])[CH:28]=4)[OH:26])[CH2:16][C:15]=3[CH:14]=2)[CH:11]=1)[C:5]([O:7][CH3:8])=[O:6].O1CCCC1.Cl[C:47]([O:49][CH3:50])=[O:48]. Given the product [C:37]([O:36][C:34]([N:23]([C@@H:17]1[CH2:16][C:15]2[CH:14]=[C:13]([O:12][C:10]3[CH:9]=[C:4]([CH:3]=[C:2]([NH:1][C:47]([O:49][CH3:50])=[O:48])[CH:11]=3)[C:5]([O:7][CH3:8])=[O:6])[CH:22]=[CH:21][C:20]=2[CH2:19][CH2:18]1)[CH2:24][C@@H:25]([C:27]1[CH:32]=[CH:31][CH:30]=[C:29]([Cl:33])[CH:28]=1)[OH:26])=[O:35])([CH3:40])([CH3:39])[CH3:38], predict the reactants needed to synthesize it. (4) The reactants are: [N:1]1[CH:6]=[CH:5][CH:4]=[CH:3][C:2]=1[NH:7][C:8]1[S:9][CH:10]=[CH:11][N:12]=1.[Br:13]Br.OS([O-])=O.[Na+]. Given the product [Br:13][C:10]1[S:9][C:8]([NH:7][C:2]2[CH:3]=[CH:4][CH:5]=[CH:6][N:1]=2)=[N:12][CH:11]=1, predict the reactants needed to synthesize it. (5) Given the product [C:1]1([NH:7][C:8](=[O:15])[NH:9][CH2:10][C:11]([OH:13])=[O:12])[CH:2]=[CH:3][CH:4]=[CH:5][CH:6]=1, predict the reactants needed to synthesize it. The reactants are: [C:1]1([NH:7][C:8](=[O:15])[NH:9][CH2:10][C:11]([O:13]C)=[O:12])[CH:6]=[CH:5][CH:4]=[CH:3][CH:2]=1.[OH-].[Na+]. (6) Given the product [CH2:1]([O:3][C:4]([CH3:9])([CH3:8])[C:5]([NH2:20])=[O:6])[CH3:2], predict the reactants needed to synthesize it. The reactants are: [CH2:1]([O:3][C:4]([CH3:9])([CH3:8])[C:5](O)=[O:6])[CH3:2].C(Cl)CCl.C1C=CC2N(O)N=[N:20]C=2C=1.[NH4+].[OH-]. (7) Given the product [CH2:1]([N:8]1[C:16]2[C:11](=[CH:12][C:13]([CH3:18])=[C:14]([O:17][S:28]([C:31]([F:34])([F:33])[F:32])(=[O:30])=[O:29])[CH:15]=2)[C:10]([CH3:19])([CH3:20])[C:9]1=[O:21])[C:2]1[CH:7]=[CH:6][CH:5]=[CH:4][CH:3]=1, predict the reactants needed to synthesize it. The reactants are: [CH2:1]([N:8]1[C:16]2[C:11](=[CH:12][C:13]([CH3:18])=[C:14]([OH:17])[CH:15]=2)[C:10]([CH3:20])([CH3:19])[C:9]1=[O:21])[C:2]1[CH:7]=[CH:6][CH:5]=[CH:4][CH:3]=1.N1C=CC=CC=1.[S:28](O[S:28]([C:31]([F:34])([F:33])[F:32])(=[O:30])=[O:29])([C:31]([F:34])([F:33])[F:32])(=[O:30])=[O:29].